Dataset: Forward reaction prediction with 1.9M reactions from USPTO patents (1976-2016). Task: Predict the product of the given reaction. (1) The product is: [CH3:25][N:24]([C@@H:14]1[C@H:13]([CH3:12])[CH2:18][CH2:17][NH:16][CH2:15]1)[C:2]1[C:7]2[CH:8]=[CH:9][NH:10][C:6]=2[CH:5]=[CH:4][N:3]=1. Given the reactants Cl[C:2]1[CH:7]2[CH:8]=[CH:9][NH:10][CH:6]2[CH:5]=[CH:4][N:3]=1.Cl.[CH3:12][C@@H:13]1[CH2:18][CH2:17][N:16](C(=O)CC#N)[CH2:15][C@@H:14]1[NH:24][CH3:25].C(=O)([O-])[O-].[K+].[K+], predict the reaction product. (2) Given the reactants [Cl:1][C:2]1[CH:3]=[C:4]([NH:9][C:10]2[C:18]3[C:13](=[CH:14][N:15]=[CH:16][CH:17]=3)[S:12][C:11]=2[C:19]([O:21][CH3:22])=[O:20])[CH:5]=[CH:6][C:7]=1[F:8].[CH3:23][C:24]([O:27][C:28](O[C:28]([O:27][C:24]([CH3:26])([CH3:25])[CH3:23])=[O:29])=[O:29])([CH3:26])[CH3:25].O, predict the reaction product. The product is: [C:24]([O:27][C:28]([N:9]([C:4]1[CH:5]=[CH:6][C:7]([F:8])=[C:2]([Cl:1])[CH:3]=1)[C:10]1[C:18]2[C:13](=[CH:14][N:15]=[CH:16][CH:17]=2)[S:12][C:11]=1[C:19]([O:21][CH3:22])=[O:20])=[O:29])([CH3:26])([CH3:25])[CH3:23]. (3) Given the reactants [C:1]1([NH:7][C:8]([C:10]2[C:18]3[C:14](=[CH:15][N:16](CC4C=CC(OC)=CC=4)[N:17]=3)[CH:13]=[C:12](Br)[CH:11]=2)=[O:9])[CH:6]=[CH:5][CH:4]=[CH:3][CH:2]=1.[NH2:29][C:30]1[CH:35]=[CH:34][N:33]=[CH:32][CH:31]=1.C(=O)([O-])[O-].[Cs+].[Cs+].CC1(C)C2C(=C(P(C3C=CC=CC=3)C3C=CC=CC=3)C=CC=2)OC2C(P(C3C=CC=CC=3)C3C=CC=CC=3)=CC=CC1=2.C([SiH](C(C)C)C(C)C)(C)C, predict the reaction product. The product is: [C:1]1([NH:7][C:8]([C:10]2[CH:11]=[C:12]([NH:29][C:30]3[CH:35]=[CH:34][N:33]=[CH:32][CH:31]=3)[CH:13]=[C:14]3[C:18]=2[NH:17][N:16]=[CH:15]3)=[O:9])[CH:2]=[CH:3][CH:4]=[CH:5][CH:6]=1.